Dataset: Catalyst prediction with 721,799 reactions and 888 catalyst types from USPTO. Task: Predict which catalyst facilitates the given reaction. The catalyst class is: 3. Product: [CH:9]12[CH2:10][CH:11]3[CH2:12][CH:13]([CH2:14][CH:7]([CH2:16]3)[CH:8]1[NH:17][C:18]([C:20]1[C:21]([S:34][CH:28]3[CH2:33][CH2:32][CH2:31][CH2:30][CH2:29]3)=[N:22][C:23]([Cl:26])=[CH:24][CH:25]=1)=[O:19])[CH2:15]2. Reactant: C(=O)([O-])[O-].[Na+].[Na+].[CH:7]12[CH2:16][CH:11]3[CH2:12][CH:13]([CH2:15][CH:9]([CH2:10]3)[CH:8]1[NH:17][C:18]([C:20]1[C:21](Cl)=[N:22][C:23]([Cl:26])=[CH:24][CH:25]=1)=[O:19])[CH2:14]2.[CH:28]1([SH:34])[CH2:33][CH2:32][CH2:31][CH2:30][CH2:29]1.